From a dataset of Catalyst prediction with 721,799 reactions and 888 catalyst types from USPTO. Predict which catalyst facilitates the given reaction. (1) Reactant: [Cl:1][C:2]1[C:3]2[CH:13]=[C:12]([OH:14])[C:11]([OH:15])=[CH:10][C:4]=2[S:5][C:6]=1[C:7]([OH:9])=[O:8].[N+:16]([O-])([OH:18])=[O:17]. Product: [Cl:1][C:2]1[C:3]2[CH:13]=[C:12]([OH:14])[C:11]([OH:15])=[C:10]([N+:16]([O-:18])=[O:17])[C:4]=2[S:5][C:6]=1[C:7]([OH:9])=[O:8]. The catalyst class is: 866. (2) Reactant: [CH3:1][C:2]1[CH:7]=[CH:6][N:5]=[C:4]([NH:8][C:9]2[N:14]=[C:13]([C:15]3[O:19][C:18]([NH:20][CH2:21][C:22]4[CH:27]=[CH:26]N=[CH:24][CH:23]=4)=[N:17][CH:16]=3)[CH:12]=[CH:11][CH:10]=2)[CH:3]=1.Cl[C:29]1[O:30][CH:31]=CN=1.COC1C=CC(CN)=CC=1. Product: [CH3:29][O:30][C:31]1[CH:26]=[CH:27][C:22]([CH2:21][NH:20][C:18]2[O:19][C:15]([C:13]3[CH:12]=[CH:11][CH:10]=[C:9]([NH:8][C:4]4[CH:3]=[C:2]([CH3:1])[CH:7]=[CH:6][N:5]=4)[N:14]=3)=[CH:16][N:17]=2)=[CH:23][CH:24]=1. The catalyst class is: 41.